Dataset: Full USPTO retrosynthesis dataset with 1.9M reactions from patents (1976-2016). Task: Predict the reactants needed to synthesize the given product. (1) Given the product [C:1]([C:3]1[CH:11]=[CH:10][C:6]([C:7]([NH:12][C:13]2[CH:14]=[CH:15][C:16]([CH3:23])=[C:17]([CH:22]=2)[C:18]([O:20][CH3:21])=[O:19])=[O:8])=[CH:5][CH:4]=1)#[N:2], predict the reactants needed to synthesize it. The reactants are: [C:1]([C:3]1[CH:11]=[CH:10][C:6]([C:7](Cl)=[O:8])=[CH:5][CH:4]=1)#[N:2].[NH2:12][C:13]1[CH:14]=[CH:15][C:16]([CH3:23])=[C:17]([CH:22]=1)[C:18]([O:20][CH3:21])=[O:19].C(N(CC)CC)C.Cl. (2) Given the product [Cl:1][C:2]1[CH:3]=[CH:4][C:5]2[NH:11][C:10](=[O:12])[C@@H:9]([CH2:13][C:14]([NH:31][CH2:32][C:33](=[O:40])[CH2:34][CH2:35][C:36]([O:38][CH3:39])=[O:37])=[O:15])[O:8][C@H:7]([C:19]3[CH:24]=[CH:23][CH:22]=[C:21]([O:25][CH3:26])[C:20]=3[O:27][CH3:28])[C:6]=2[CH:29]=1, predict the reactants needed to synthesize it. The reactants are: [Cl:1][C:2]1[CH:3]=[CH:4][C:5]2[NH:11][C:10](=[O:12])[C@@H:9]([CH2:13][C:14](OCC)=[O:15])[O:8][C@H:7]([C:19]3[CH:24]=[CH:23][CH:22]=[C:21]([O:25][CH3:26])[C:20]=3[O:27][CH3:28])[C:6]=2[CH:29]=1.Cl.[NH2:31][CH2:32][C:33](=[O:40])[CH2:34][CH2:35][C:36]([O:38][CH3:39])=[O:37].Cl.C(N=C=NCCCN(C)C)C.ON1C2C=CC=CC=2N=N1.